Predict the product of the given reaction. From a dataset of Forward reaction prediction with 1.9M reactions from USPTO patents (1976-2016). Given the reactants CO[C:3](=[O:24])[C:4]1[CH:9]=[C:8]([O:10][C:11]2[CH:16]=[CH:15][C:14]([F:17])=[CH:13][C:12]=2[F:18])[CH:7]=[CH:6][C:5]=1[CH:19]=[CH:20]OCC.C(O)(C(F)(F)F)=O.[C:32]([O:36][C:37]([N:39]1[CH2:44][CH2:43][CH:42]([O:45][CH2:46][CH:47]([NH2:51])[CH:48]([CH3:50])[CH3:49])[CH2:41][CH2:40]1)=[O:38])([CH3:35])([CH3:34])[CH3:33].CCN(C(C)C)C(C)C.C(O[BH-](OC(=O)C)OC(=O)C)(=O)C.[Na+], predict the reaction product. The product is: [C:32]([O:36][C:37]([N:39]1[CH2:40][CH2:41][CH:42]([O:45][CH2:46][CH:47]([N:51]2[CH2:20][CH2:19][C:5]3[C:4](=[CH:9][C:8]([O:10][C:11]4[CH:16]=[CH:15][C:14]([F:17])=[CH:13][C:12]=4[F:18])=[CH:7][CH:6]=3)[C:3]2=[O:24])[CH:48]([CH3:49])[CH3:50])[CH2:43][CH2:44]1)=[O:38])([CH3:35])([CH3:34])[CH3:33].